This data is from Forward reaction prediction with 1.9M reactions from USPTO patents (1976-2016). The task is: Predict the product of the given reaction. (1) Given the reactants [F:1][C:2]1[CH:23]=[CH:22][C:5]([CH2:6][NH:7][C:8]([C:10]2[S:14][C:13]([N:15]3[CH2:19][CH2:18][CH2:17][C:16]3=[O:20])=[N:12][C:11]=2[CH3:21])=[O:9])=[CH:4][CH:3]=1.C[Si]([N-][Si](C)(C)C)(C)C.[Li+].[Br:34]N1C(=O)CCC1=O, predict the reaction product. The product is: [Br:34][CH:17]1[CH2:18][CH2:19][N:15]([C:13]2[S:14][C:10]([C:8]([NH:7][CH2:6][C:5]3[CH:22]=[CH:23][C:2]([F:1])=[CH:3][CH:4]=3)=[O:9])=[C:11]([CH3:21])[N:12]=2)[C:16]1=[O:20]. (2) Given the reactants [C:1]([O:5][C:6]([NH:8][C@@H:9]([CH3:22])[CH2:10][O:11][C:12]1[CH:21]=[CH:20][C:15]([C:16](OC)=[O:17])=[CH:14][CH:13]=1)=[O:7])([CH3:4])([CH3:3])[CH3:2].[H-].C([Al+]CC(C)C)C(C)C.O.O.O.O.O.O.O.O.O.O.S([O-])([O-])(=O)=O.[Na+].[Na+].OCC1C=CC(OC[C@@H](NC(=O)OC(C)(C)C)C)=CC=1, predict the reaction product. The product is: [CH:16]([C:15]1[CH:14]=[CH:13][C:12]([O:11][CH2:10][C@@H:9]([NH:8][C:6](=[O:7])[O:5][C:1]([CH3:2])([CH3:3])[CH3:4])[CH3:22])=[CH:21][CH:20]=1)=[O:17]. (3) Given the reactants [F:1][C:2]1[CH:3]=[C:4]([Mg]Br)[CH:5]=[CH:6][C:7]=1[F:8].[CH3:11][CH2:12][O:13][C:14]([C@H:16]1[CH2:20][CH2:19][C:18](=[O:21])[N:17]1[C:22]([O:24][C:25]([CH3:28])([CH3:27])[CH3:26])=[O:23])=[O:15].C(OCC)(=O)C.C(=O)(O)[O-].[Na+], predict the reaction product. The product is: [C:25]([O:24][C:22]([NH:17][C@H:16]([CH2:20][CH2:19][C:18]([C:4]1[CH:5]=[CH:6][C:7]([F:8])=[C:2]([F:1])[CH:3]=1)=[O:21])[C:14]([O:13][CH2:12][CH3:11])=[O:15])=[O:23])([CH3:26])([CH3:28])[CH3:27]. (4) Given the reactants [CH:1]([O:4][C:5]([N:7]1[CH2:12][CH2:11][CH:10]([O:13][C:14]2[C:19]([O:20][CH3:21])=[C:18](Cl)[N:17]=[CH:16][N:15]=2)[CH2:9][CH2:8]1)=[O:6])([CH3:3])[CH3:2].[Br:23][C:24]1[N:29]=[C:28]([CH3:30])[C:27]([NH2:31])=[CH:26][CH:25]=1.C(P(C(C)(C)C)C1C=CC=CC=1C1C=CC=CC=1)(C)(C)C.[Li]N([Si](C)(C)C)[Si](C)(C)C, predict the reaction product. The product is: [CH:1]([O:4][C:5]([N:7]1[CH2:12][CH2:11][CH:10]([O:13][C:14]2[C:19]([O:20][CH3:21])=[C:18]([NH:31][C:27]3[C:28]([CH3:30])=[N:29][C:24]([Br:23])=[CH:25][CH:26]=3)[N:17]=[CH:16][N:15]=2)[CH2:9][CH2:8]1)=[O:6])([CH3:3])[CH3:2]. (5) Given the reactants [CH2:1]([O:8][CH2:9][C:10]1[O:14][N:13]=[C:12]([C:15]([OH:17])=O)[CH:11]=1)[C:2]1[CH:7]=[CH:6][CH:5]=[CH:4][CH:3]=1.[O:18]1[CH2:23][CH2:22][CH:21]([CH2:24][NH2:25])[CH2:20][CH2:19]1.ON1C2C=CC=CC=2N=N1.Cl.C(N=C=NCCCN(C)C)C, predict the reaction product. The product is: [O:18]1[CH2:23][CH2:22][CH:21]([CH2:24][NH:25][C:15]([C:12]2[CH:11]=[C:10]([CH2:9][O:8][CH2:1][C:2]3[CH:3]=[CH:4][CH:5]=[CH:6][CH:7]=3)[O:14][N:13]=2)=[O:17])[CH2:20][CH2:19]1.